This data is from Catalyst prediction with 721,799 reactions and 888 catalyst types from USPTO. The task is: Predict which catalyst facilitates the given reaction. (1) Reactant: C([O:4][C:5]1[CH:10]=[C:9]([S:11]([CH3:14])(=[O:13])=[O:12])[CH:8]=[CH:7][C:6]=1[C:15]1[CH:24]=[CH:23][C:22]2[C:17](=[CH:18][CH:19]=[C:20]([O:25]C)[CH:21]=2)[C:16]=1[C:27]([C:29]1[CH:34]=[CH:33][C:32]([O:35][CH2:36][CH2:37][N:38]2[CH2:43][CH2:42][CH2:41][CH2:40][CH2:39]2)=[CH:31][CH:30]=1)=[O:28])(C)C.Cl.B(Br)(Br)Br.C([O-])(O)=O.[Na+]. Product: [OH:25][C:20]1[CH:21]=[C:22]2[C:17](=[CH:18][CH:19]=1)[C:16]([C:27]([C:29]1[CH:30]=[CH:31][C:32]([O:35][CH2:36][CH2:37][N:38]3[CH2:39][CH2:40][CH2:41][CH2:42][CH2:43]3)=[CH:33][CH:34]=1)=[O:28])=[C:15]([C:6]1[CH:7]=[CH:8][C:9]([S:11]([CH3:14])(=[O:13])=[O:12])=[CH:10][C:5]=1[OH:4])[CH:24]=[CH:23]2. The catalyst class is: 10. (2) Reactant: Cl[C:2]1[N:7]=[C:6]2[CH:8]=[CH:9][S:10][C:5]2=[CH:4][C:3]=1[CH:11]=[O:12].[C:13]1(B(O)O)[CH:18]=[CH:17][CH:16]=[CH:15][CH:14]=1.C([O-])([O-])=O.[K+].[K+]. Product: [C:13]1([C:2]2[N:7]=[C:6]3[CH:8]=[CH:9][S:10][C:5]3=[CH:4][C:3]=2[CH:11]=[O:12])[CH:18]=[CH:17][CH:16]=[CH:15][CH:14]=1. The catalyst class is: 108. (3) Reactant: [F:1][C:2]([F:35])([F:34])[C:3]1[CH:4]=[CH:5][C:6]([CH2:9][O:10][C:11]2[CH:16]=[CH:15][C:14]([C@H:17]3[CH2:21][C:20]4([CH2:26][CH2:25][N:24](C(OC(C)(C)C)=O)[CH2:23][CH2:22]4)[O:19][CH2:18]3)=[CH:13][CH:12]=2)=[N:7][CH:8]=1.C(O)(C(F)(F)F)=O. Product: [F:35][C:2]([F:1])([F:34])[C:3]1[CH:4]=[CH:5][C:6]([CH2:9][O:10][C:11]2[CH:12]=[CH:13][C:14]([C@H:17]3[CH2:21][C:20]4([CH2:26][CH2:25][NH:24][CH2:23][CH2:22]4)[O:19][CH2:18]3)=[CH:15][CH:16]=2)=[N:7][CH:8]=1. The catalyst class is: 2. (4) Reactant: [CH3:1][N:2]([CH3:23])[C:3]([CH:5]1[CH2:10][CH2:9][N:8]([S:11]([C:14]2[CH:19]=[CH:18][C:17]([N+:20]([O-])=O)=[CH:16][CH:15]=2)(=[O:13])=[O:12])[CH2:7][CH2:6]1)=[O:4].C(O)C.[Cl-].[NH4+]. Product: [CH3:1][N:2]([CH3:23])[C:3]([CH:5]1[CH2:6][CH2:7][N:8]([S:11]([C:14]2[CH:15]=[CH:16][C:17]([NH2:20])=[CH:18][CH:19]=2)(=[O:13])=[O:12])[CH2:9][CH2:10]1)=[O:4]. The catalyst class is: 150. (5) Reactant: [PH:1](=O)([O-:9])[O:2][C:3]1C=CC=CC=1.C(O[C:14](=[O:19])[CH:15](O)[CH2:16][CH3:17])C.[CH:29]1(N=C=N[CH:29]2[CH2:34][CH2:33][CH2:32][CH2:31][CH2:30]2)[CH2:34][CH2:33][CH2:32][CH2:31][CH2:30]1.N1C=C[CH:38]=[CH:37][CH:36]=1. Product: [CH2:3]([O:2][PH:1](=[O:9])[O:19][CH2:14][C:15]1[CH:16]=[CH:17][CH:38]=[CH:37][CH:36]=1)[C:29]1[CH:30]=[CH:31][CH:32]=[CH:33][CH:34]=1. The catalyst class is: 13. (6) Reactant: [F:1][C:2]1[CH:10]=[C:9]2[C:5]([C:6]([C:12]3[N:13]=[C:14]4[C:20]([C:21]([OH:23])=O)=[CH:19][N:18]([CH2:24][O:25][CH2:26][CH2:27][Si:28]([CH3:31])([CH3:30])[CH3:29])[C:15]4=[N:16][CH:17]=3)=[N:7][N:8]2[CH3:11])=[CH:4][CH:3]=1.[NH2:32][C@@H:33]1[CH2:36][C@H:35]([NH:37][C:38](=[O:44])[O:39][C:40]([CH3:43])([CH3:42])[CH3:41])[CH2:34]1.C(N(CC)C(C)C)(C)C.CN(C(ON1N=NC2C=CC=NC1=2)=[N+](C)C)C.F[P-](F)(F)(F)(F)F. Product: [C:40]([O:39][C:38](=[O:44])[NH:37][C@H:35]1[CH2:36][C@@H:33]([NH:32][C:21]([C:20]2[C:14]3[C:15](=[N:16][CH:17]=[C:12]([C:6]4[C:5]5[C:9](=[CH:10][C:2]([F:1])=[CH:3][CH:4]=5)[N:8]([CH3:11])[N:7]=4)[N:13]=3)[N:18]([CH2:24][O:25][CH2:26][CH2:27][Si:28]([CH3:31])([CH3:29])[CH3:30])[CH:19]=2)=[O:23])[CH2:34]1)([CH3:43])([CH3:41])[CH3:42]. The catalyst class is: 136. (7) Reactant: [CH3:1][S:2][C:3]1[N:8]=[C:7]([C:9]2[CH:14]=[CH:13][CH:12]=[CH:11][N:10]=2)[C:6]([OH:15])=[CH:5][CH:4]=1.Cl[C:17]1[C:26]2[C:21](=[CH:22][C:23]([O:29][CH3:30])=[C:24]([O:27][CH3:28])[CH:25]=2)[N:20]=[CH:19][CH:18]=1.C(=O)([O-])[O-].[Cs+].[Cs+]. Product: [CH3:28][O:27][C:24]1[CH:25]=[C:26]2[C:21](=[CH:22][C:23]=1[O:29][CH3:30])[N:20]=[CH:19][CH:18]=[C:17]2[O:15][C:6]1[C:7]([C:9]2[CH:14]=[CH:13][CH:12]=[CH:11][N:10]=2)=[N:8][C:3]([S:2][CH3:1])=[CH:4][CH:5]=1. The catalyst class is: 777.